This data is from Forward reaction prediction with 1.9M reactions from USPTO patents (1976-2016). The task is: Predict the product of the given reaction. (1) Given the reactants Cl[C:2]1[CH:7]=[CH:6][N:5]=[CH:4][C:3]=1[N+:8]([O-:10])=[O:9].[CH3:11][O:12][C:13]1[CH:14]=[C:15](B(O)O)[CH:16]=[CH:17][C:18]=1[O:19][CH3:20].O.P([O-])([O-])([O-])=O.[K+].[K+].[K+], predict the reaction product. The product is: [CH3:11][O:12][C:13]1[CH:14]=[C:15]([C:2]2[CH:7]=[CH:6][N:5]=[CH:4][C:3]=2[N+:8]([O-:10])=[O:9])[CH:16]=[CH:17][C:18]=1[O:19][CH3:20]. (2) Given the reactants [ClH:1].[NH2:2][C@@H:3]1[C@@H:8]([OH:9])[C@H:7]([CH2:10][C:11]2[CH:16]=[C:15]([O:17][C@H:18]([CH2:23][O:24][CH3:25])[C:19]([F:22])([F:21])[F:20])[C:14]([N+:26]([O-])=O)=[C:13]([F:29])[CH:12]=2)[CH2:6][S@@:5](=[O:30])[CH2:4]1.[CH3:31][C:32]([CH3:42])([CH3:41])[CH2:33][N:34]1[CH:38]=[C:37]([CH:39]=O)[CH:36]=[N:35]1.Cl, predict the reaction product. The product is: [ClH:1].[ClH:1].[NH2:26][C:14]1[C:15]([O:17][C@H:18]([CH2:23][O:24][CH3:25])[C:19]([F:22])([F:21])[F:20])=[CH:16][C:11]([CH2:10][C@H:7]2[C@H:8]([OH:9])[C@@H:3]([NH:2][CH2:39][C:37]3[CH:36]=[N:35][N:34]([CH2:33][C:32]([CH3:42])([CH3:41])[CH3:31])[CH:38]=3)[CH2:4][S@:5](=[O:30])[CH2:6]2)=[CH:12][C:13]=1[F:29]. (3) Given the reactants [CH2:1]([O:8][C:9]1[CH:10]=[C:11]([CH:68]=[C:69]([O:79][CH2:80][C:81]2[CH:86]=[CH:85][CH:84]=[CH:83][CH:82]=2)[C:70]=1[O:71][CH2:72][C:73]1[CH:78]=[CH:77][CH:76]=[CH:75][CH:74]=1)[C:12]([C@@:14]1([OH:67])[C@@:30]([C:32](=[O:63])[C:33]2[CH:38]=[C:37]([O:39][CH2:40][C:41]3[CH:46]=[CH:45][CH:44]=[CH:43][CH:42]=3)[C:36]([O:47][CH2:48][C:49]3[CH:54]=[CH:53][CH:52]=[CH:51][CH:50]=3)=[C:35]([O:55][CH2:56][C:57]3[CH:62]=[CH:61][CH:60]=[CH:59][CH:58]=3)[CH:34]=2)([OH:31])[C@H:29]([OH:64])[C@@H:28]([CH2:65][OH:66])[O:27][C@H:15]1[O:16][CH2:17][C:18]1[CH:23]=[CH:22][CH:21]=[CH:20][C:19]=1[N+:24]([O-:26])=[O:25])=[O:13])[C:2]1[CH:7]=[CH:6][CH:5]=[CH:4][CH:3]=1.[O:87]([C:95]1[C:96]2[O:118][CH2:117][O:116][C:101](=[C:102]([C:110]3[CH:115]=[CH:114][CH:113]=[CH:112][CH:111]=3)[C:103]=1[C:104]1[CH:109]=[CH:108][CH:107]=[CH:106][CH:105]=1)[C:97]=2[C:98](O)=[O:99])[Si:88]([C:91]([CH3:94])([CH3:93])[CH3:92])([CH3:90])[CH3:89], predict the reaction product. The product is: [O:87]([C:95]1[C:96]2[O:118][CH2:117][O:116][C:101](=[C:102]([C:110]3[CH:111]=[CH:112][CH:113]=[CH:114][CH:115]=3)[C:103]=1[C:104]1[CH:109]=[CH:108][CH:107]=[CH:106][CH:105]=1)[C:97]=2[C:98]([C@@:29]1([OH:64])[C@@H:28]([CH:65]([C:98](=[O:99])[C:97]2[C:101]3[O:116][CH2:117][O:118][C:96]=2[C:95]([O:87][Si:88]([C:91]([CH3:93])([CH3:92])[CH3:94])([CH3:89])[CH3:90])=[C:103]([C:104]2[CH:105]=[CH:106][CH:107]=[CH:108][CH:109]=2)[C:102]=3[C:110]2[CH:115]=[CH:114][CH:113]=[CH:112][CH:111]=2)[OH:66])[O:27][C@@H:15]([O:16][CH2:17][C:18]2[CH:23]=[CH:22][CH:21]=[CH:20][C:19]=2[N+:24]([O-:26])=[O:25])[C@:14]([C:12](=[O:13])[C:11]2[CH:10]=[C:9]([O:8][CH2:1][C:2]3[CH:7]=[CH:6][CH:5]=[CH:4][CH:3]=3)[C:70]([O:71][CH2:72][C:73]3[CH:74]=[CH:75][CH:76]=[CH:77][CH:78]=3)=[C:69]([O:79][CH2:80][C:81]3[CH:82]=[CH:83][CH:84]=[CH:85][CH:86]=3)[CH:68]=2)([OH:67])[C@@:30]1([C:32](=[O:63])[C:33]1[CH:34]=[C:35]([O:55][CH2:56][C:57]2[CH:58]=[CH:59][CH:60]=[CH:61][CH:62]=2)[C:36]([O:47][CH2:48][C:49]2[CH:54]=[CH:53][CH:52]=[CH:51][CH:50]=2)=[C:37]([O:39][CH2:40][C:41]2[CH:42]=[CH:43][CH:44]=[CH:45][CH:46]=2)[CH:38]=1)[OH:31])=[O:99])[Si:88]([C:91]([CH3:92])([CH3:93])[CH3:94])([CH3:90])[CH3:89]. (4) The product is: [NH2:30][C:31]1[CH:36]=[C:35]([CH2:37][O:38][C:39]2[C:48]3[C:43](=[CH:44][CH:45]=[CH:46][CH:47]=3)[C:42]([NH:49][C:1]([NH:22][C:20]3[N:19]([C:23]4[CH:24]=[CH:25][C:26]([CH3:29])=[CH:27][CH:28]=4)[N:18]=[C:17]([C:13]([CH3:16])([CH3:15])[CH3:14])[CH:21]=3)=[O:2])=[CH:41][CH:40]=2)[CH:34]=[CH:33][N:32]=1. Given the reactants [C:1](N1C=CN=C1)(N1C=CN=C1)=[O:2].[C:13]([C:17]1[CH:21]=[C:20]([NH2:22])[N:19]([C:23]2[CH:28]=[CH:27][C:26]([CH3:29])=[CH:25][CH:24]=2)[N:18]=1)([CH3:16])([CH3:15])[CH3:14].[NH2:30][C:31]1[CH:36]=[C:35]([CH2:37][O:38][C:39]2[C:48]3[C:43](=[CH:44][CH:45]=[CH:46][CH:47]=3)[C:42]([NH2:49])=[CH:41][CH:40]=2)[CH:34]=[CH:33][N:32]=1, predict the reaction product. (5) Given the reactants [F:1][C:2]1[CH:3]=[C:4]2[C:8](=[CH:9][CH:10]=1)[NH:7][CH:6]=[C:5]2[CH2:11][C:12]([OH:14])=[O:13].S(=O)(=O)(O)O.[C:20]([O-])(O)=O.[Na+], predict the reaction product. The product is: [CH3:20][O:13][C:12](=[O:14])[CH2:11][C:5]1[C:4]2[C:8](=[CH:9][CH:10]=[C:2]([F:1])[CH:3]=2)[NH:7][CH:6]=1. (6) Given the reactants [CH2:1]([O:3][C:4]([C:6]1[CH:10]=[C:9]([CH3:11])[NH:8][N:7]=1)=[O:5])[CH3:2].[Cl:12]N1C(=O)CCC1=O, predict the reaction product. The product is: [CH2:1]([O:3][C:4]([C:6]1[C:10]([Cl:12])=[C:9]([CH3:11])[NH:8][N:7]=1)=[O:5])[CH3:2]. (7) Given the reactants [O:1]1[CH2:5][CH2:4][N:3]=[C:2]1[C:6]1[NH:10][C:9]([C:11]2[CH:12]=[C:13]([CH:25]=[C:26]([O:28][C@@H:29]([CH3:33])[CH2:30][O:31]C)[CH:27]=2)[O:14][C:15]2[CH:16]=[CH:17][C:18]([S:21]([CH3:24])(=[O:23])=[O:22])=[N:19][CH:20]=2)=[CH:8][CH:7]=1.B(Br)(Br)Br.[Cl-].[NH4+], predict the reaction product. The product is: [O:1]1[CH2:5][CH2:4][N:3]=[C:2]1[C:6]1[NH:10][C:9]([C:11]2[CH:27]=[C:26]([CH:25]=[C:13]([O:14][C:15]3[CH:20]=[N:19][C:18]([S:21]([CH3:24])(=[O:22])=[O:23])=[CH:17][CH:16]=3)[CH:12]=2)[O:28][C@@H:29]([CH3:33])[CH2:30][OH:31])=[CH:8][CH:7]=1. (8) The product is: [C:8]([C:12]1[CH:38]=[CH:37][C:15]([CH2:16][O:17][C:18]2[CH:19]=[C:20]([CH:34]=[CH:35][CH:36]=2)[C:21]([NH:23][C:24]2[CH:29]=[CH:28][CH:27]=[CH:26][C:25]=2[S:30]([NH:31][C:1](=[O:6])[C:2]([CH3:5])([CH3:4])[CH3:3])(=[O:32])=[O:33])=[O:22])=[CH:14][CH:13]=1)([CH3:11])([CH3:9])[CH3:10]. Given the reactants [C:1](Cl)(=[O:6])[C:2]([CH3:5])([CH3:4])[CH3:3].[C:8]([C:12]1[CH:38]=[CH:37][C:15]([CH2:16][O:17][C:18]2[CH:19]=[C:20]([CH:34]=[CH:35][CH:36]=2)[C:21]([NH:23][C:24]2[CH:29]=[CH:28][CH:27]=[CH:26][C:25]=2[S:30](=[O:33])(=[O:32])[NH2:31])=[O:22])=[CH:14][CH:13]=1)([CH3:11])([CH3:10])[CH3:9], predict the reaction product. (9) Given the reactants [CH3:1][O:2][C:3](=[O:17])[CH2:4][O:5][C:6]1[CH:11]=[C:10]([CH:12]2[CH2:14][CH2:13]2)[C:9]([OH:15])=[CH:8][C:7]=1[CH3:16].[C:18]1([C:31]2[CH:36]=[CH:35][CH:34]=[CH:33][CH:32]=2)[CH:23]=[CH:22][C:21]([C:24]2[N:25]=[C:26]([CH2:29]Cl)[S:27][CH:28]=2)=[CH:20][CH:19]=1.C([O-])([O-])=O.[Cs+].[Cs+], predict the reaction product. The product is: [CH3:1][O:2][C:3](=[O:17])[CH2:4][O:5][C:6]1[CH:11]=[C:10]([CH:12]2[CH2:13][CH2:14]2)[C:9]([O:15][CH2:29][C:26]2[S:27][CH:28]=[C:24]([C:21]3[CH:22]=[CH:23][C:18]([C:31]4[CH:32]=[CH:33][CH:34]=[CH:35][CH:36]=4)=[CH:19][CH:20]=3)[N:25]=2)=[CH:8][C:7]=1[CH3:16].